From a dataset of Forward reaction prediction with 1.9M reactions from USPTO patents (1976-2016). Predict the product of the given reaction. (1) The product is: [N:1]1[CH:6]=[CH:5][CH:4]=[CH:3][C:2]=1[N:7]1[CH2:8][CH2:9][N:10]([CH:14]([C:16]2[CH:21]=[CH:20][C:19]([C:22]([NH:25][C:26](=[O:28])[CH3:27])([CH3:24])[CH3:23])=[CH:18][CH:17]=2)[CH3:15])[CH2:11][CH2:12]1. Given the reactants [N:1]1[CH:6]=[CH:5][CH:4]=[CH:3][C:2]=1[N:7]1[CH2:12][CH2:11][NH:10][CH2:9][CH2:8]1.Cl[CH:14]([C:16]1[CH:21]=[CH:20][C:19]([C:22]([NH:25][C:26](=[O:28])[CH3:27])([CH3:24])[CH3:23])=[CH:18][CH:17]=1)[CH3:15], predict the reaction product. (2) Given the reactants [CH3:1][C:2]([Si:5]([CH3:25])([CH3:24])[O:6][CH2:7][C@@H:8]([N:11]1[C:16](=[O:17])[CH:15]=[N:14][C:13]2[CH:18]=[CH:19][C:20]([O:22]C)=[N:21][C:12]1=2)[CH2:9]O)([CH3:4])[CH3:3].CCN(CC)CC.CS(OS(C)(=O)=O)(=O)=O, predict the reaction product. The product is: [CH3:3][C:2]([Si:5]([CH3:24])([CH3:25])[O:6][CH2:7][C@H:8]1[N:11]2[C:12]3[N:21]([C:20](=[O:22])[CH:19]=[CH:18][C:13]=3[N:14]=[CH:15][C:16]2=[O:17])[CH2:9]1)([CH3:1])[CH3:4].